From a dataset of Full USPTO retrosynthesis dataset with 1.9M reactions from patents (1976-2016). Predict the reactants needed to synthesize the given product. Given the product [Si:45]([O:52][CH2:53][C@@H:54]([NH:55][C:18]([C@@H:15]1[O:14][C:12]2[N:13]=[C:8]([NH:7][CH:4]3[CH2:3][CH2:2][O:1][CH2:6][CH2:5]3)[N:9]=[CH:10][C:11]=2[CH2:17][CH2:16]1)=[O:20])[C:56]1[CH:61]=[CH:60][C:59]([Cl:62])=[C:58]([F:63])[CH:57]=1)([C:48]([CH3:51])([CH3:50])[CH3:49])([CH3:47])[CH3:46], predict the reactants needed to synthesize it. The reactants are: [O:1]1[CH2:6][CH2:5][CH:4]([NH:7][C:8]2[N:9]=[CH:10][C:11]3[CH2:17][CH2:16][C@H:15]([C:18]([OH:20])=O)[O:14][C:12]=3[N:13]=2)[CH2:3][CH2:2]1.CN(C(ON1N=NC2C=CC=NC1=2)=[N+](C)C)C.F[P-](F)(F)(F)(F)F.[Si:45]([O:52][CH2:53][C@H:54]([C:56]1[CH:61]=[CH:60][C:59]([Cl:62])=[C:58]([F:63])[CH:57]=1)[NH2:55])([C:48]([CH3:51])([CH3:50])[CH3:49])([CH3:47])[CH3:46].CCN(C(C)C)C(C)C.C([O-])([O-])=O.[Na+].[Na+].